From a dataset of Forward reaction prediction with 1.9M reactions from USPTO patents (1976-2016). Predict the product of the given reaction. (1) Given the reactants [Br:1][C:2]1[CH:3]=[C:4]2[C:9](=[CH:10][CH:11]=1)[NH:8][C:7](=O)[N:6]=[C:5]2[C:13]1[CH:18]=[CH:17][N:16]=[CH:15][CH:14]=1.S(Cl)([Cl:21])=O, predict the reaction product. The product is: [Br:1][C:2]1[CH:3]=[C:4]2[C:9](=[CH:10][CH:11]=1)[N:8]=[C:7]([Cl:21])[N:6]=[C:5]2[C:13]1[CH:18]=[CH:17][N:16]=[CH:15][CH:14]=1. (2) Given the reactants [CH3:1][N:2]1[C@@H:19]2[CH2:20][C:7]3[CH:8]=[CH:9][C:10]([O:22][CH3:23])=[C:11]4[O:12][C@H:13]5[C:14]([CH2:16][CH2:17][C@:18]2([OH:21])[C@:5]5([C:6]=34)[CH2:4][CH2:3]1)=[O:15].C(O)C.[ClH:27].N, predict the reaction product. The product is: [CH3:1][N:2]1[C@@H:19]2[CH2:20][C:7]3[CH:8]=[CH:9][C:10]([O:22][CH3:23])=[C:11]4[O:12][C@H:13]5[C:14]([CH2:16][CH2:17][C@:18]2([OH:21])[C@:5]5([C:6]=34)[CH2:4][CH2:3]1)=[O:15].[ClH:27].